Dataset: Forward reaction prediction with 1.9M reactions from USPTO patents (1976-2016). Task: Predict the product of the given reaction. (1) Given the reactants C([N:8]1[CH2:14][C:13]2[N:15]=[CH:16][C:17]([O:19][C@@H:20]([CH:22]3[CH2:24][CH2:23]3)[CH3:21])=[N:18][C:12]=2[O:11][CH2:10][CH2:9]1)C1C=CC=CC=1.[Cl:25]C(OC(Cl)C)=O, predict the reaction product. The product is: [ClH:25].[CH:22]1([C@H:20]([O:19][C:17]2[CH:16]=[N:15][C:13]3[CH2:14][NH:8][CH2:9][CH2:10][O:11][C:12]=3[N:18]=2)[CH3:21])[CH2:24][CH2:23]1. (2) Given the reactants C([O:9][CH2:10][CH2:11][N:12]1[C:20]2[C:19](Cl)=[N:18][CH:17]=[N:16][C:15]=2[CH:14]=[CH:13]1)(=O)C1C=CC=CC=1.[Cl:22][C:23]1[CH:24]=[C:25]([CH:27]=[CH:28][C:29]=1[O:30][C:31]1[CH:39]=[C:38]2[C:34]([CH:35]=[CH:36][NH:37]2)=[CH:33][CH:32]=1)[NH2:26].Cl.N1C=CC=CC=1.C(=O)([O-])O.[Na+].[OH-].[Na+], predict the reaction product. The product is: [Cl:22][C:23]1[CH:24]=[C:25]([NH:26][C:19]2[C:20]3[N:12]([CH2:11][CH2:10][OH:9])[CH:13]=[CH:14][C:15]=3[N:16]=[CH:17][N:18]=2)[CH:27]=[CH:28][C:29]=1[O:30][C:31]1[CH:39]=[C:38]2[C:34]([CH:35]=[CH:36][NH:37]2)=[CH:33][CH:32]=1. (3) The product is: [CH:1]([S:4]([CH2:5][CH:6]1[CH2:11][CH:10]([C:12]2[CH:13]=[CH:14][C:15]([C:18]([F:19])([F:20])[F:21])=[CH:16][CH:17]=2)[CH2:9][N:8]([C:22]([N:24]2[CH2:29][CH2:28][O:27][CH2:26][CH2:25]2)=[O:23])[CH2:7]1)=[O:35])([CH3:3])[CH3:2]. Given the reactants [CH:1]([S:4][CH2:5][CH:6]1[CH2:11][CH:10]([C:12]2[CH:17]=[CH:16][C:15]([C:18]([F:21])([F:20])[F:19])=[CH:14][CH:13]=2)[CH2:9][N:8]([C:22]([N:24]2[CH2:29][CH2:28][O:27][CH2:26][CH2:25]2)=[O:23])[CH2:7]1)([CH3:3])[CH3:2].ClC1C=C(C=CC=1)C(OO)=[O:35], predict the reaction product. (4) Given the reactants [CH3:1][C@:2]12[C:8]([CH3:10])([CH3:9])[C@H:5]([CH2:6][CH2:7]1)[CH:4]([C:11](Cl)=[O:12])[C:3]2=O.C(N(CC)CC)C.C(O[C:27]([N:29](C)[NH:30][C:31]1[CH:40]=[CH:39][C:38]2[C:33](=[CH:34][CH:35]=[CH:36][CH:37]=2)[CH:32]=1)=O)(C)(C)C.Cl.O1CCOCC1, predict the reaction product. The product is: [CH3:27][N:29]1[C:3]2[C@@:2]3([CH3:1])[C:8]([CH3:10])([CH3:9])[C@H:5]([CH2:6][CH2:7]3)[C:4]=2[C:11](=[O:12])[N:30]1[C:31]1[CH:40]=[CH:39][C:38]2[C:33](=[CH:34][CH:35]=[CH:36][CH:37]=2)[CH:32]=1. (5) Given the reactants [Br:1][C:2]1[CH:3]=[CH:4][C:5]([O:11][CH:12]2[CH2:16][CH2:15][CH2:14][CH2:13]2)=[C:6]([C:8](=O)[CH3:9])[CH:7]=1.Cl.[NH2:18][OH:19].N1C=CC=CC=1, predict the reaction product. The product is: [Br:1][C:2]1[CH:3]=[CH:4][C:5]([O:11][CH:12]2[CH2:16][CH2:15][CH2:14][CH2:13]2)=[C:6]([C:8](=[N:18][OH:19])[CH3:9])[CH:7]=1. (6) Given the reactants Cl[C:2]1[N:9]=[C:8]([CH3:10])[CH:7]=[CH:6][C:3]=1[C:4]#[N:5].[OH:11][C:12]1[CH:13]=[C:14]([CH:17]=[CH:18][CH:19]=1)[CH:15]=[O:16].[F-].[K+].O, predict the reaction product. The product is: [CH:15]([C:14]1[CH:13]=[C:12]([CH:19]=[CH:18][CH:17]=1)[O:11][C:2]1[N:9]=[C:8]([CH3:10])[CH:7]=[CH:6][C:3]=1[C:4]#[N:5])=[O:16]. (7) The product is: [ClH:25].[NH:15]1[CH2:16][CH2:17][CH:12]([CH2:11][C:7]2[CH:6]=[C:5]3[C:10](=[CH:9][CH:8]=2)[N:1]=[CH:2][CH:3]=[N:4]3)[CH2:13][CH2:14]1. Given the reactants [N:1]1[C:10]2[C:5](=[CH:6][C:7]([CH2:11][CH:12]3[CH2:17][CH2:16][N:15](C(OC(C)(C)C)=O)[CH2:14][CH2:13]3)=[CH:8][CH:9]=2)[N:4]=[CH:3][CH:2]=1.[ClH:25], predict the reaction product. (8) The product is: [O:2]=[C:3]1[CH2:4][NH:5][C:6]2[C:15](=[CH:14][CH:13]=[C:8]([C:9]([O:11][CH3:12])=[O:10])[CH:7]=2)[NH:16]1. Given the reactants C[O:2][C:3](=O)[CH2:4][NH:5][C:6]1[CH:7]=[C:8]([CH:13]=[CH:14][C:15]=1[N+:16]([O-])=O)[C:9]([O:11][CH3:12])=[O:10], predict the reaction product. (9) Given the reactants [NH2:1][C@H:2]([C:8]([OH:10])=[O:9])[CH2:3][CH2:4][C:5](=[O:7])[NH2:6].[CH2:11]([N:18]=[C:19]=[O:20])[C:12]1[CH:17]=[CH:16][CH:15]=[CH:14][CH:13]=1, predict the reaction product. The product is: [CH2:11]([NH:18][C:19]([NH:1][C@H:2]([C:8]([OH:10])=[O:9])[CH2:3][CH2:4][C:5](=[O:7])[NH2:6])=[O:20])[C:12]1[CH:17]=[CH:16][CH:15]=[CH:14][CH:13]=1. (10) Given the reactants [CH2:1]([NH:3][C:4](=[O:12])[C:5]1[CH:10]=[CH:9][CH:8]=[CH:7][C:6]=1[Cl:11])[CH3:2].Br[C:14]1[C:23]2[C:18](=[CH:19][CH:20]=[CH:21][CH:22]=2)[CH:17]=[CH:16][CH:15]=1, predict the reaction product. The product is: [Cl:11][C:6]1[CH:7]=[CH:8][CH:9]=[C:10]([C:22]2[C:23]3[C:18](=[CH:17][CH:16]=[CH:15][CH:14]=3)[CH:19]=[CH:20][CH:21]=2)[C:5]=1[C:4]([NH:3][CH2:1][CH3:2])=[O:12].